Dataset: Catalyst prediction with 721,799 reactions and 888 catalyst types from USPTO. Task: Predict which catalyst facilitates the given reaction. (1) Reactant: C([Li])CCC.C(NC(C)C)(C)C.[CH3:13][O:14][C:15]1[CH:16]=[C:17]2[C:22](=[CH:23][CH:24]=1)[C:21](=[O:25])[CH2:20][CH2:19][CH2:18]2.Br[CH2:27][C:28]([O:30]CC)=[O:29]. Product: [CH3:13][O:14][C:15]1[CH:16]=[C:17]2[C:22](=[CH:23][CH:24]=1)[C:21](=[O:25])[CH:20]([CH2:27][C:28]([OH:30])=[O:29])[CH2:19][CH2:18]2. The catalyst class is: 1. (2) Reactant: [OH:1][CH2:2][CH:3]1[CH2:8][CH2:7][N:6]([C:9]([O:11][CH2:12][C:13]2[CH:18]=[CH:17][CH:16]=[CH:15][CH:14]=2)=[O:10])[CH2:5][CH2:4]1.N1C=CC=CC=1.Cl[C:26](OC1C=CC([N+]([O-])=O)=CC=1)=[O:27].Cl.[CH3:39][NH:40][CH:41]1[CH2:46][CH2:45][O:44][CH2:43][CH2:42]1.C(N(CC)CC)C. Product: [CH3:39][N:40]([CH:41]1[CH2:46][CH2:45][O:44][CH2:43][CH2:42]1)[C:26]([O:1][CH2:2][CH:3]1[CH2:8][CH2:7][N:6]([C:9]([O:11][CH2:12][C:13]2[CH:14]=[CH:15][CH:16]=[CH:17][CH:18]=2)=[O:10])[CH2:5][CH2:4]1)=[O:27]. The catalyst class is: 46. (3) Reactant: CN(C(ON1N=[N:16][C:11]2[CH:12]=CC=N[C:10]1=2)=[N+](C)C)C.F[P-](F)(F)(F)(F)F.[CH3:25][CH2:26][N:27]([CH:31]([CH3:33])[CH3:32])[CH:28]([CH3:30])C.CC(C)(C)[C:36]([NH:38]C1N=C(C)C=CN=1)=O.[NH2:48][C:49]1[N:54]=[C:53](/[CH:55]=[CH:56]/[C:57]2[N:64]3[C:60]([S:61][CH:62]=[CH:63]3)=[N:59][C:58]=2[C:65]2[CH:70]=[CH:69][CH:68]=[CH:67][CH:66]=2)[C:52]([C:71](O)=[O:72])=[CH:51][N:50]=1. Product: [NH2:48][C:49]1[N:54]=[C:53](/[CH:55]=[CH:56]/[C:57]2[N:64]3[C:60]([S:61][CH:62]=[CH:63]3)=[N:59][C:58]=2[C:65]2[CH:66]=[CH:67][CH:68]=[CH:69][CH:70]=2)[C:52]([C:71]([NH:16][CH:11]2[CH2:12][CH2:33][CH:31]([N:27]3[CH2:26][CH2:25][N:38]([CH3:36])[CH2:30][CH2:28]3)[CH2:32][CH2:10]2)=[O:72])=[CH:51][N:50]=1. The catalyst class is: 18. (4) Reactant: [Si]([O:8][C@H:9]([C@H:44]1[CH2:48][C@@H:47]([O:49][CH2:50][CH2:51][CH3:52])[CH2:46][N:45]1C(OC(C)(C)C)=O)[C@@H:10]([NH:20][C:21](=[O:43])[C:22]1[CH:27]=[C:26](C2OC=CN=2)[CH:25]=[C:24]([C:33]([N:35]2[CH2:39][CH2:38][CH2:37][C@@H:36]2[CH2:40]OC)=[O:34])[CH:23]=1)[CH2:11][C:12]1[CH:17]=[C:16]([F:18])[CH:15]=[C:14]([F:19])[CH:13]=1)(C(C)(C)C)(C)C.[Si](O[C@H]([C@H]1C[C@@H](OCCC)CN1C(OC(C)(C)C)=O)[C@@H](NC(=O)C1C=CC=C(C(=O)N)C=1)CC1C=C(F)C=C(F)C=1)([C:63](C)([CH3:65])[CH3:64])(C)C.C(OC(N1C[C@H](OCCC)C[C@@H]1[C@@H](O[Si](C(C)(C)C)(C)C)[C@@H](NC(C1C=C(C=CC=1)C(O)=O)=O)CC1C=C(F)C=C(F)C=1)=O)(C)(C)C.CCN(C(C)C)C(C)C.CN(C(ON1N=NC2C=CC=NC1=2)=[N+](C)C)C.F[P-](F)(F)(F)(F)F.C1(C(N)C)C=CC=CC=1. Product: [F:19][C:14]1[CH:13]=[C:12]([CH2:11][C@H:10]([NH:20][C:21](=[O:43])[C:22]2[CH:27]=[CH:26][CH:25]=[C:24]([C:33]([NH:35][CH:36]([C:37]3[CH:65]=[CH:63][CH:64]=[CH:39][CH:38]=3)[CH3:40])=[O:34])[CH:23]=2)[C@H:9]([OH:8])[C@H:44]2[CH2:48][C@@H:47]([O:49][CH2:50][CH2:51][CH3:52])[CH2:46][NH:45]2)[CH:17]=[C:16]([F:18])[CH:15]=1. The catalyst class is: 4.